This data is from Forward reaction prediction with 1.9M reactions from USPTO patents (1976-2016). The task is: Predict the product of the given reaction. (1) Given the reactants [F:1][C:2]1[CH:11]=[C:10]2[C:5]([C:6]([OH:13])=[CH:7][C:8](=[O:12])[S:9]2)=[CH:4][CH:3]=1.C(N(CC)CC)C.[CH2:21]([O:23][C:24](=[O:29])[CH2:25][N:26]=[C:27]=[O:28])[CH3:22].Cl, predict the reaction product. The product is: [CH2:21]([O:23][C:24](=[O:29])[CH2:25][NH:26][C:27]([C:7]1[C:8](=[O:12])[S:9][C:10]2[C:5]([C:6]=1[OH:13])=[CH:4][CH:3]=[C:2]([F:1])[CH:11]=2)=[O:28])[CH3:22]. (2) The product is: [Cl:1][C:2]1[N:3]=[C:4]([CH2:9][OH:10])[CH:5]=[CH:6][C:7]=1[O:8][CH:18]([CH3:20])[CH3:19]. Given the reactants [Cl:1][C:2]1[C:7]([OH:8])=[CH:6][CH:5]=[C:4]([CH2:9][OH:10])[N:3]=1.C([O-])([O-])=O.[K+].[K+].Br[CH:18]([CH3:20])[CH3:19], predict the reaction product. (3) Given the reactants [ClH:1].C(OC([NH:9][CH2:10][C@H:11]1[CH2:16][CH2:15][C@H:14]([C:17]([NH:19][C@H:20]([C:51](=[O:64])[NH:52][C:53]2[CH:58]=[CH:57][C:56]([C:59]3[N:60]=[N:61][NH:62][N:63]=3)=[CH:55][CH:54]=2)[CH2:21][C:22]2[CH:27]=[CH:26][C:25]([C:28]3[CH:33]=[CH:32][CH:31]=[C:30]([C:34]([NH:36][CH:37]4[CH2:42][CH2:41][N:40](C(OC(C)(C)C)=O)[CH2:39][CH2:38]4)=[O:35])[C:29]=3[F:50])=[CH:24][CH:23]=2)=[O:18])[CH2:13][CH2:12]1)=O)(C)(C)C, predict the reaction product. The product is: [ClH:1].[NH2:9][CH2:10][C@H:11]1[CH2:12][CH2:13][C@H:14]([C:17]([NH:19][C@H:20]([C:51](=[O:64])[NH:52][C:53]2[CH:54]=[CH:55][C:56]([C:59]3[N:60]=[N:61][NH:62][N:63]=3)=[CH:57][CH:58]=2)[CH2:21][C:22]2[CH:27]=[CH:26][C:25]([C:28]3[CH:33]=[CH:32][CH:31]=[C:30]([C:34]([NH:36][CH:37]4[CH2:38][CH2:39][NH:40][CH2:41][CH2:42]4)=[O:35])[C:29]=3[F:50])=[CH:24][CH:23]=2)=[O:18])[CH2:15][CH2:16]1. (4) Given the reactants [Br:1][C:2]1[CH:3]=[N:4][C:5]([NH:8][C:9](=[O:34])[C:10]2[CH:15]=[CH:14][C:13]([C:16]3[CH2:20][C:19]([C:25]4[CH:30]=[C:29]([Cl:31])[CH:28]=[C:27]([Cl:32])[CH:26]=4)([C:21]([F:24])([F:23])[F:22])[O:18][N:17]=3)=[CH:12][C:11]=2[CH3:33])=[N:6][CH:7]=1.C(N(CC)CC)C.[C:42](Cl)(=[O:46])[CH:43]([CH3:45])[CH3:44].O, predict the reaction product. The product is: [Br:1][C:2]1[CH:7]=[N:6][C:5]([N:8]([C:42](=[O:46])[CH:43]([CH3:45])[CH3:44])[C:9](=[O:34])[C:10]2[CH:15]=[CH:14][C:13]([C:16]3[CH2:20][C:19]([C:25]4[CH:26]=[C:27]([Cl:32])[CH:28]=[C:29]([Cl:31])[CH:30]=4)([C:21]([F:23])([F:24])[F:22])[O:18][N:17]=3)=[CH:12][C:11]=2[CH3:33])=[N:4][CH:3]=1.